Predict the reaction yield, written as a fraction of the theoretical maximum amount of product (1.0 means a 100% yield; for example, 0.34 means a 34% yield). From a dataset of Reaction yield outcomes from USPTO patents with 853,638 reactions. The reactants are [H-].[Na+].C(OP([CH2:11][C:12]([O:14][CH2:15][CH3:16])=[O:13])(OCC)=O)C.[F:17][C:18]1[CH:19]=[C:20]([CH:24]2[CH2:28][CH2:27][CH2:26][N:25]2[C:29]2[CH:34]=[CH:33][N:32]3[N:35]=[CH:36][C:37]([CH:38]=O)=[C:31]3[N:30]=2)[CH:21]=[N:22][CH:23]=1. The catalyst is C1COCC1. The product is [CH2:15]([O:14][C:12](=[O:13])/[CH:11]=[CH:38]/[C:37]1[CH:36]=[N:35][N:32]2[CH:33]=[CH:34][C:29]([N:25]3[CH2:26][CH2:27][CH2:28][CH:24]3[C:20]3[CH:21]=[N:22][CH:23]=[C:18]([F:17])[CH:19]=3)=[N:30][C:31]=12)[CH3:16]. The yield is 0.540.